Dataset: Forward reaction prediction with 1.9M reactions from USPTO patents (1976-2016). Task: Predict the product of the given reaction. (1) The product is: [CH2:1]([O:3][C:4](=[O:27])[CH:5]([O:24][CH2:25][CH3:26])[CH2:6][C:7]1[C:15]2[O:14][CH2:13][CH2:12][C:11]=2[C:10]([OH:16])=[CH:9][CH:8]=1)[CH3:2]. Given the reactants [CH2:1]([O:3][C:4](=[O:27])/[C:5](/[O:24][CH2:25][CH3:26])=[CH:6]/[C:7]1[C:15]2[O:14][CH:13]=[CH:12][C:11]=2[C:10]([O:16]CC2C=CC=CC=2)=[CH:9][CH:8]=1)[CH3:2], predict the reaction product. (2) Given the reactants [NH2:1][C:2]1[C:3]([CH3:15])=[C:4]([C:11]([F:14])([F:13])[F:12])[CH:5]=[C:6]([N+:8]([O-:10])=[O:9])[CH:7]=1.C1(C)C=CC=CC=1.[C:23](Cl)(Cl)=[O:24], predict the reaction product. The product is: [CH3:15][C:3]1[C:4]([C:11]([F:12])([F:13])[F:14])=[CH:5][C:6]([N+:8]([O-:10])=[O:9])=[CH:7][C:2]=1[N:1]=[C:23]=[O:24]. (3) Given the reactants [CH2:1]([O:8][C:9]1[CH:14]=[CH:13][C:12](Br)=[CH:11][C:10]=1[F:16])[C:2]1[CH:7]=[CH:6][CH:5]=[CH:4][CH:3]=1.[C:17]([N:20]1[CH2:25][CH2:24][NH:23][CH2:22][CH2:21]1)(=[O:19])[CH3:18].CC(C)([O-])C.[Na+].C1(C)C=CC=CC=1P(C1C=CC=CC=1C)C1C=CC=CC=1C, predict the reaction product. The product is: [CH2:1]([O:8][C:9]1[CH:14]=[CH:13][C:12]([N:23]2[CH2:24][CH2:25][N:20]([C:17](=[O:19])[CH3:18])[CH2:21][CH2:22]2)=[CH:11][C:10]=1[F:16])[C:2]1[CH:7]=[CH:6][CH:5]=[CH:4][CH:3]=1. (4) Given the reactants [Cl:1][C:2]1[C:3]([OH:12])=[CH:4][CH:5]=[C:6]2[C:10]=1[C:9](=[O:11])[NH:8][CH2:7]2.I[CH:14]([CH3:16])[CH3:15].C(=O)([O-])[O-].[Cs+].[Cs+], predict the reaction product. The product is: [Cl:1][C:2]1[C:3]([O:12][CH:14]([CH3:16])[CH3:15])=[CH:4][CH:5]=[C:6]2[C:10]=1[C:9](=[O:11])[NH:8][CH2:7]2. (5) Given the reactants [SH:1][C:2]1[CH:7]=[CH:6][C:5]([OH:8])=[CH:4][CH:3]=1.[C:9]([O:13][C:14](=[O:17])[CH2:15]Br)([CH3:12])([CH3:11])[CH3:10].C([O-])([O-])=O.[K+].[K+], predict the reaction product. The product is: [C:9]([O:13][C:14](=[O:17])[CH2:15][S:1][C:2]1[CH:7]=[CH:6][C:5]([OH:8])=[CH:4][CH:3]=1)([CH3:12])([CH3:11])[CH3:10].